Dataset: Reaction yield outcomes from USPTO patents with 853,638 reactions. Task: Predict the reaction yield, written as a fraction of the theoretical maximum amount of product (1.0 means a 100% yield; for example, 0.34 means a 34% yield). (1) The reactants are [Br:1][C:2]1[CH:7]=[CH:6][C:5]([C@H:8]2[N:11]([C:12]3[CH:17]=[CH:16][CH:15]=[CH:14][CH:13]=3)[C:10](=[O:18])[C@@H:9]2[CH2:19][CH2:20][C@H:21]([O:29][Si:30]([C:33]([CH3:36])([CH3:35])[CH3:34])([CH3:32])[CH3:31])[C:22]2[CH:27]=[CH:26][C:25]([F:28])=[CH:24][CH:23]=2)=[C:4]([OH:37])[CH:3]=1.[C:38](OC(=O)C)(=[O:40])[CH3:39]. The catalyst is ClCCl.CN(C)C1C=CN=CC=1. The product is [C:38]([O:37][C:4]1[CH:3]=[C:2]([Br:1])[CH:7]=[CH:6][C:5]=1[C@@H:8]1[C@@H:9]([CH2:19][CH2:20][C@H:21]([O:29][Si:30]([C:33]([CH3:34])([CH3:36])[CH3:35])([CH3:32])[CH3:31])[C:22]2[CH:23]=[CH:24][C:25]([F:28])=[CH:26][CH:27]=2)[C:10](=[O:18])[N:11]1[C:12]1[CH:13]=[CH:14][CH:15]=[CH:16][CH:17]=1)(=[O:40])[CH3:39]. The yield is 0.780. (2) The yield is 0.990. The catalyst is CN(C=O)C. The product is [C:28]([O:32][C:33](=[O:34])[NH:35][CH2:36][CH:37]([C:41]1[CH:42]=[CH:43][C:44]([Cl:47])=[CH:45][CH:46]=1)[C:38]([N:24]1[CH2:25][CH2:26][N:21]([C:20]2[C:15]3[C:14]([CH3:27])=[CH:13][N:12]([S:9]([C:3]4[CH:8]=[CH:7][CH:6]=[CH:5][CH:4]=4)(=[O:10])=[O:11])[C:16]=3[N:17]=[CH:18][N:19]=2)[CH2:22][CH2:23]1)=[O:39])([CH3:31])([CH3:29])[CH3:30]. The reactants are Cl.Cl.[C:3]1([S:9]([N:12]2[C:16]3[N:17]=[CH:18][N:19]=[C:20]([N:21]4[CH2:26][CH2:25][NH:24][CH2:23][CH2:22]4)[C:15]=3[C:14]([CH3:27])=[CH:13]2)(=[O:11])=[O:10])[CH:8]=[CH:7][CH:6]=[CH:5][CH:4]=1.[C:28]([O:32][C:33]([NH:35][CH2:36][CH:37]([C:41]1[CH:46]=[CH:45][C:44]([Cl:47])=[CH:43][CH:42]=1)[C:38](O)=[O:39])=[O:34])([CH3:31])([CH3:30])[CH3:29].CN(C(ON1N=NC2C=CC=CC1=2)=[N+](C)C)C.F[P-](F)(F)(F)(F)F.